This data is from Catalyst prediction with 721,799 reactions and 888 catalyst types from USPTO. The task is: Predict which catalyst facilitates the given reaction. (1) Reactant: [CH2:1]([O:3][C:4](=[O:10])[CH:5]=[CH:6]N(C)C)[CH3:2].CN(C)C.[CH3:15][C:16]1[CH:21]=[C:20]([CH3:22])[CH:19]=[CH:18][C:17]=1[C:23](Cl)=[N:24][OH:25]. Product: [CH3:15][C:16]1[CH:21]=[C:20]([CH3:22])[CH:19]=[CH:18][C:17]=1[C:23]1[C:5]([C:4]([O:3][CH2:1][CH3:2])=[O:10])=[CH:6][O:25][N:24]=1. The catalyst class is: 27. (2) The catalyst class is: 91. Reactant: [Cl:1][C:2]1[CH:7]=[CH:6][C:5]([CH:8](O)[C:9]([O:11][CH2:12][CH3:13])=[O:10])=[CH:4][CH:3]=1.CCN(CC)CC.O(S(C)(=O)=O)S(C)(=O)=O.[CH3:31][C:32]1[N:36]2[CH:37]=[C:38]([NH2:42])[CH:39]=[C:40]([CH3:41])[C:35]2=[N:34][N:33]=1.C([O-])(O)=O.[Na+]. Product: [Cl:1][C:2]1[CH:7]=[CH:6][C:5]([CH:8]([NH:42][C:38]2[CH:39]=[C:40]([CH3:41])[C:35]3[N:36]([C:32]([CH3:31])=[N:33][N:34]=3)[CH:37]=2)[C:9]([O:11][CH2:12][CH3:13])=[O:10])=[CH:4][CH:3]=1. (3) Reactant: Cl[C:2]1[C:3]2[NH:10][C:9]([C:11]3[O:12][CH:13]=[CH:14][CH:15]=3)=[CH:8][C:4]=2[N:5]=[CH:6][N:7]=1.[Cl:16][C:17]1[CH:18]=[C:19]([CH:21]=[CH:22][C:23]=1[O:24][CH2:25][C:26]1[CH:31]=[CH:30][CH:29]=[C:28]([F:32])[CH:27]=1)[NH2:20].CN1CCCC1=O.C(=O)([O-])O.[Na+]. Product: [Cl:16][C:17]1[CH:18]=[C:19]([NH:20][C:2]2[C:3]3[NH:10][C:9]([C:11]4[O:12][CH:13]=[CH:14][CH:15]=4)=[CH:8][C:4]=3[N:5]=[CH:6][N:7]=2)[CH:21]=[CH:22][C:23]=1[O:24][CH2:25][C:26]1[CH:31]=[CH:30][CH:29]=[C:28]([F:32])[CH:27]=1. The catalyst class is: 6. (4) Reactant: [F:1][C:2]1[CH:3]=[C:4]([N:11]2[CH:16]=[CH:15][CH:14]=[CH:13][C:12]2=[O:17])[CH:5]=[CH:6][C:7]=1[N+:8]([O-])=O. Product: [NH2:8][C:7]1[CH:6]=[CH:5][C:4]([N:11]2[CH:16]=[CH:15][CH:14]=[CH:13][C:12]2=[O:17])=[CH:3][C:2]=1[F:1]. The catalyst class is: 8. (5) Reactant: [NH2:1][C:2]1[CH:17]=[CH:16][C:5]([C:6]([NH:8][CH2:9][CH2:10][N:11]([CH2:14][CH3:15])[CH2:12][CH3:13])=[O:7])=[C:4]([O:18][CH2:19][CH3:20])[CH:3]=1.[O:21]([C:28]1[CH:33]=[CH:32][C:31]([N:34]=[C:35]=[O:36])=[CH:30][CH:29]=1)[C:22]1[CH:27]=[CH:26][CH:25]=[CH:24][CH:23]=1.C(O)C(N)(CO)CO.CO. Product: [CH2:14]([N:11]([CH2:12][CH3:13])[CH2:10][CH2:9][NH:8][C:6](=[O:7])[C:5]1[CH:16]=[CH:17][C:2]([NH:1][C:35]([NH:34][C:31]2[CH:32]=[CH:33][C:28]([O:21][C:22]3[CH:23]=[CH:24][CH:25]=[CH:26][CH:27]=3)=[CH:29][CH:30]=2)=[O:36])=[CH:3][C:4]=1[O:18][CH2:19][CH3:20])[CH3:15]. The catalyst class is: 4.